This data is from Full USPTO retrosynthesis dataset with 1.9M reactions from patents (1976-2016). The task is: Predict the reactants needed to synthesize the given product. The reactants are: C([O:3][C:4](=O)[CH2:5][O:6][C:7]1[CH:12]=[CH:11][C:10]([CH:13]=[O:14])=[CH:9][C:8]=1[N+:15]([O-])=O)C. Given the product [O:3]=[C:4]1[NH:15][C:8]2[CH:9]=[C:10]([CH:13]=[O:14])[CH:11]=[CH:12][C:7]=2[O:6][CH2:5]1, predict the reactants needed to synthesize it.